This data is from Reaction yield outcomes from USPTO patents with 853,638 reactions. The task is: Predict the reaction yield, written as a fraction of the theoretical maximum amount of product (1.0 means a 100% yield; for example, 0.34 means a 34% yield). (1) The reactants are [F:1][CH:2]([F:11])[O:3][C:4]1[CH:9]=[CH:8][C:7](I)=[CH:6][CH:5]=1.[C:12]([Si:14]([CH3:17])([CH3:16])[CH3:15])#[CH:13]. The catalyst is C(N(CC)CC)C.C(#N)C.C1C=CC([P]([Pd]([P](C2C=CC=CC=2)(C2C=CC=CC=2)C2C=CC=CC=2)([P](C2C=CC=CC=2)(C2C=CC=CC=2)C2C=CC=CC=2)[P](C2C=CC=CC=2)(C2C=CC=CC=2)C2C=CC=CC=2)(C2C=CC=CC=2)C2C=CC=CC=2)=CC=1.[Cu](I)I. The product is [F:1][CH:2]([F:11])[O:3][C:4]1[CH:9]=[CH:8][C:7]([C:13]#[C:12][Si:14]([CH3:17])([CH3:16])[CH3:15])=[CH:6][CH:5]=1. The yield is 0.960. (2) The reactants are [F:1][C:2]([F:14])([O:6][C:7]1[CH:8]=[C:9]([CH3:13])[CH:10]=[CH:11][CH:12]=1)[CH:3]([F:5])[F:4].[Br:15]N1C(=O)CCC1=O. The catalyst is C(Cl)(Cl)(Cl)Cl.N(C(C)(C)C#N)=NC(C)(C)C#N. The product is [F:1][C:2]([F:14])([O:6][C:7]1[CH:8]=[C:9]([CH2:13][Br:15])[CH:10]=[CH:11][CH:12]=1)[CH:3]([F:4])[F:5]. The yield is 0.960. (3) The reactants are [C:1]1(B(O)O)[CH:6]=[CH:5][CH:4]=[CH:3][CH:2]=1.Br[C:11]1[CH:24]=[CH:23][C:22]2[C:13](=[CH:14][C:15]3[C:20]([CH:21]=2)=[CH:19][C:18](Br)=[CH:17][CH:16]=3)[CH:12]=1.C(=O)([O-])[O-].[Na+].[Na+]. The catalyst is C1(C)C=CC=CC=1. The product is [C:1]1([C:18]2[CH:17]=[CH:16][C:15]3[C:20](=[CH:21][C:22]4[C:13]([CH:14]=3)=[CH:12][CH:11]=[CH:24][CH:23]=4)[CH:19]=2)[CH:6]=[CH:5][CH:4]=[CH:3][CH:2]=1. The yield is 0.750.